Dataset: Forward reaction prediction with 1.9M reactions from USPTO patents (1976-2016). Task: Predict the product of the given reaction. The product is: [CH:13]([N:12]1[C:8]2[CH:7]=[C:6]([CH:4]=[O:5])[CH:17]=[CH:16][C:9]=2[N:10]=[N:11]1)([CH3:15])[CH3:14]. Given the reactants CON(C)[C:4]([C:6]1[CH:17]=[CH:16][C:9]2[N:10]=[N:11][N:12]([CH:13]([CH3:15])[CH3:14])[C:8]=2[CH:7]=1)=[O:5].CC(C[AlH]CC(C)C)C, predict the reaction product.